This data is from Full USPTO retrosynthesis dataset with 1.9M reactions from patents (1976-2016). The task is: Predict the reactants needed to synthesize the given product. (1) Given the product [C:28]([CH:32]1[CH2:33][CH2:34][CH:35]([NH:38][C:2]2[CH:3]=[CH:4][C:5]3[N:6]([C:8]([C:11]4[CH:16]=[CH:15][N:14]=[CH:13][CH:12]=4)=[CH:9][N:10]=3)[N:7]=2)[CH2:36][CH2:37]1)([CH3:31])([CH3:29])[CH3:30], predict the reactants needed to synthesize it. The reactants are: Cl[C:2]1[CH:3]=[CH:4][C:5]2[N:6]([C:8]([C:11]3[CH:16]=[CH:15][N:14]=[CH:13][CH:12]=3)=[CH:9][N:10]=2)[N:7]=1.N12CCCN=C1CCCCC2.[C:28]([CH:32]1[CH2:37][CH2:36][CH:35]([NH2:38])[CH2:34][CH2:33]1)([CH3:31])([CH3:30])[CH3:29].O. (2) Given the product [C:1]([O:4][C@H:5]1[C@H:10]([O:11][C:12](=[O:14])[CH3:13])[C@@H:9]([O:15][C:16](=[O:18])[CH3:17])[C@H:8]([N:19]2[C:27]3[C:22](=[C:23]([F:28])[CH:24]=[CH:25][CH:26]=3)[C:21]([CH:37]=[O:38])=[CH:20]2)[O:7][C@@H:6]1[CH2:29][O:30][C:31](=[O:33])[CH3:32])(=[O:3])[CH3:2], predict the reactants needed to synthesize it. The reactants are: [C:1]([O:4][C@H:5]1[C@H:10]([O:11][C:12](=[O:14])[CH3:13])[C@@H:9]([O:15][C:16](=[O:18])[CH3:17])[C@H:8]([N:19]2[C:27]3[C:22](=[C:23]([F:28])[CH:24]=[CH:25][CH:26]=3)[CH:21]=[CH:20]2)[O:7][C@@H:6]1[CH2:29][O:30][C:31](=[O:33])[CH3:32])(=[O:3])[CH3:2].CN([CH:37]=[O:38])C.P(Cl)(Cl)(Cl)=O.CC([O-])=O.[Na+]. (3) Given the product [Cl:38][C:23]1[CH:22]=[C:21]([CH:26]=[C:25]([C:27]2[CH:32]=[CH:31][N:30]=[CH:29][CH:28]=2)[CH:24]=1)/[CH:20]=[CH:19]/[C:16]1[CH:17]=[CH:18][C:13]([N:10]2[CH2:11][CH2:12][N:7]([S:4]([CH3:1])(=[O:6])=[O:5])[CH2:8][CH2:9]2)=[CH:14][CH:15]=1, predict the reactants needed to synthesize it. The reactants are: [CH:1]1([S:4]([N:7]2[CH2:12][CH2:11][N:10]([C:13]3[CH:18]=[CH:17][C:16](/[CH:19]=[CH:20]/[C:21]4[CH:26]=[C:25]([C:27]5[CH:32]=[CH:31][N:30]=[CH:29][CH:28]=5)[CH:24]=[C:23](F)[CH:22]=4)=[CH:15][CH:14]=3)[CH2:9][CH2:8]2)(=[O:6])=[O:5])CC1.CS([Cl:38])(=O)=O.C1(S(Cl)(=O)=O)CC1.ClC1C=C(C=C(C2C=CN=CC=2)C=1)/C=C/C1C=CC(N2CCNCC2)=CC=1.FC1C=C(C=C(C2C=CN=CC=2)C=1)/C=C/C1C=CC(N2CCNCC2)=CC=1.